This data is from NCI-60 drug combinations with 297,098 pairs across 59 cell lines. The task is: Regression. Given two drug SMILES strings and cell line genomic features, predict the synergy score measuring deviation from expected non-interaction effect. (1) Drug 1: CN(CCCl)CCCl.Cl. Drug 2: CC12CCC3C(C1CCC2OP(=O)(O)O)CCC4=C3C=CC(=C4)OC(=O)N(CCCl)CCCl.[Na+]. Cell line: OVCAR3. Synergy scores: CSS=13.5, Synergy_ZIP=2.63, Synergy_Bliss=7.98, Synergy_Loewe=-1.25, Synergy_HSA=2.04. (2) Drug 1: CC(CN1CC(=O)NC(=O)C1)N2CC(=O)NC(=O)C2. Drug 2: CC(C)NC(=O)C1=CC=C(C=C1)CNNC.Cl. Cell line: T-47D. Synergy scores: CSS=7.36, Synergy_ZIP=-0.767, Synergy_Bliss=2.36, Synergy_Loewe=0.678, Synergy_HSA=1.17. (3) Drug 2: C1C(C(OC1N2C=NC3=C(N=C(N=C32)Cl)N)CO)O. Drug 1: C1=CC(=C2C(=C1NCCNCCO)C(=O)C3=C(C=CC(=C3C2=O)O)O)NCCNCCO. Synergy scores: CSS=11.5, Synergy_ZIP=-11.5, Synergy_Bliss=-9.44, Synergy_Loewe=-11.2, Synergy_HSA=-7.37. Cell line: PC-3. (4) Cell line: T-47D. Drug 2: CS(=O)(=O)OCCCCOS(=O)(=O)C. Drug 1: CC1=C(C=C(C=C1)NC2=NC=CC(=N2)N(C)C3=CC4=NN(C(=C4C=C3)C)C)S(=O)(=O)N.Cl. Synergy scores: CSS=1.14, Synergy_ZIP=-0.440, Synergy_Bliss=1.03, Synergy_Loewe=-2.92, Synergy_HSA=-1.07. (5) Drug 1: C1CC(C1)(C(=O)O)C(=O)O.[NH2-].[NH2-].[Pt+2]. Synergy scores: CSS=5.73, Synergy_ZIP=0.124, Synergy_Bliss=0.333, Synergy_Loewe=-0.734, Synergy_HSA=-1.30. Cell line: HT29. Drug 2: C1=CN(C=N1)CC(O)(P(=O)(O)O)P(=O)(O)O.